From a dataset of Forward reaction prediction with 1.9M reactions from USPTO patents (1976-2016). Predict the product of the given reaction. (1) Given the reactants Cl.[CH3:2][CH:3]([CH3:10])[CH2:4][C:5](=[NH:9])[O:6][CH2:7][CH3:8].N1C=CC=CC=1.Cl[C:18]([O:20][CH2:21][CH3:22])=[O:19], predict the reaction product. The product is: [CH2:21]([O:20][C:18]([N:9]=[C:5]([O:6][CH2:7][CH3:8])[CH2:4][CH:3]([CH3:10])[CH3:2])=[O:19])[CH3:22]. (2) The product is: [C:34]([C:31]1([NH:30][C:28](=[O:29])[C@@H:24]([NH:23][C@@H:18]([C:15]2[CH:16]=[CH:17][C:12]([C:2]3[CH:7]=[CH:6][C:5]([CH3:8])=[CH:4][CH:3]=3)=[CH:13][CH:14]=2)[C:19]([F:22])([F:21])[F:20])[CH2:25][CH2:26][CH3:27])[CH2:33][CH2:32]1)#[N:35]. Given the reactants B(O)(O)[C:2]1[CH:3]=[CH:4][C:5]([CH3:8])=[CH:6][CH:7]=1.Br[C:12]1[CH:17]=[CH:16][C:15]([C@H:18]([NH:23][C@H:24]([C:28]([NH:30][C:31]2([C:34]#[N:35])[CH2:33][CH2:32]2)=[O:29])[CH2:25][CH2:26][CH3:27])[C:19]([F:22])([F:21])[F:20])=[CH:14][CH:13]=1, predict the reaction product. (3) Given the reactants [CH2:1]([O:3][C:4]([C:6]1[N:11]=[CH:10][C:9]2[CH:12]=[C:13](Br)[S:14][C:8]=2[C:7]=1[OH:16])=[O:5])[CH3:2].[Cu][C:18]#[N:19], predict the reaction product. The product is: [CH2:1]([O:3][C:4]([C:6]1[N:11]=[CH:10][C:9]2[CH:12]=[C:13]([C:18]#[N:19])[S:14][C:8]=2[C:7]=1[OH:16])=[O:5])[CH3:2]. (4) The product is: [NH2:4][C:3]1[CH:5]=[CH:6][C:7]([C:9]([F:12])([F:11])[F:10])=[CH:8][C:2]=1/[CH:15]=[CH:14]/[C:13]([O:17][CH3:18])=[O:16]. Given the reactants Br[C:2]1[CH:8]=[C:7]([C:9]([F:12])([F:11])[F:10])[CH:6]=[CH:5][C:3]=1[NH2:4].[C:13]([O:17][CH3:18])(=[O:16])[CH:14]=[CH2:15].CC1C=CC=CC=1P(C1C=CC=CC=1C)C1C=CC=CC=1C.C(N(CC)CC)C, predict the reaction product.